This data is from Full USPTO retrosynthesis dataset with 1.9M reactions from patents (1976-2016). The task is: Predict the reactants needed to synthesize the given product. (1) Given the product [N:15]1[CH:20]=[CH:19][CH:18]=[CH:17][C:16]=1[NH:21][C:22]1[CH:27]=[CH:26][C:25]([O:28][C:2]2[C:7]([C@@H:8]3[CH2:13][CH2:12][CH2:11][C@H:10]([OH:14])[CH2:9]3)=[CH:6][CH:5]=[CH:4][N:3]=2)=[CH:24][CH:23]=1, predict the reactants needed to synthesize it. The reactants are: F[C:2]1[C:7]([C@@H:8]2[CH2:13][CH2:12][CH2:11][C@H:10]([OH:14])[CH2:9]2)=[CH:6][CH:5]=[CH:4][N:3]=1.[N:15]1[CH:20]=[CH:19][CH:18]=[CH:17][C:16]=1[NH:21][C:22]1[CH:27]=[CH:26][C:25]([OH:28])=[CH:24][CH:23]=1.C(=O)([O-])[O-].[Cs+].[Cs+]. (2) Given the product [CH:24]1([CH:28]([N:20]2[CH2:21][CH2:22][N:17]([CH2:16][C:13]3[CH:14]=[CH:15][C:10]([C:4]4[CH:5]=[CH:6][C:7]([F:9])=[CH:8][C:3]=4[F:2])=[CH:11][CH:12]=3)[C:18](=[O:23])[CH2:19]2)[CH3:30])[CH2:27][CH2:26][CH2:25]1, predict the reactants needed to synthesize it. The reactants are: Cl.[F:2][C:3]1[CH:8]=[C:7]([F:9])[CH:6]=[CH:5][C:4]=1[C:10]1[CH:15]=[CH:14][C:13]([CH2:16][N:17]2[CH2:22][CH2:21][NH:20][CH2:19][C:18]2=[O:23])=[CH:12][CH:11]=1.[CH:24]1([C:28]([CH3:30])=O)[CH2:27][CH2:26][CH2:25]1. (3) Given the product [F:1][C:2]1[CH:3]=[C:4]([NH:27][C:28](=[O:39])[CH2:29][C:30]([NH:32][C:33]2[CH:38]=[CH:37][CH:36]=[CH:35][CH:34]=2)=[O:31])[CH:5]=[CH:6][C:7]=1[O:8][C:9]1[CH:14]=[CH:13][N:12]=[C:11]2[CH:15]=[C:16]([C:18]3[N:19]=[CH:20][N:21]([CH2:23][CH2:24][OH:25])[CH:22]=3)[S:17][C:10]=12, predict the reactants needed to synthesize it. The reactants are: [F:1][C:2]1[CH:3]=[C:4]([NH:27][C:28](=[O:39])[CH2:29][C:30]([NH:32][C:33]2[CH:38]=[CH:37][CH:36]=[CH:35][CH:34]=2)=[O:31])[CH:5]=[CH:6][C:7]=1[O:8][C:9]1[CH:14]=[CH:13][N:12]=[C:11]2[CH:15]=[C:16]([C:18]3[N:19]=[CH:20][N:21]([CH2:23][CH2:24][O:25]C)[CH:22]=3)[S:17][C:10]=12.B(Br)(Br)Br. (4) Given the product [S:23]1[C:27]2[CH:28]=[CH:29][CH:30]=[CH:31][C:26]=2[N:25]=[C:24]1[C:32]1[CH:37]=[CH:36][C:35]([N:38]([CH3:39])[CH3:40])=[CH:34][C:33]=1[NH2:41], predict the reactants needed to synthesize it. The reactants are: NC1C=CC=CC=1S.CN(C)C1C=CC(C=O)=C([N+]([O-])=O)C=1.[S:23]1[C:27]2[CH:28]=[CH:29][CH:30]=[CH:31][C:26]=2[N:25]=[C:24]1[C:32]1[CH:37]=[CH:36][C:35]([N:38]([CH3:40])[CH3:39])=[CH:34][C:33]=1[N+:41]([O-])=O.[Sn](Cl)Cl.[OH-].[Na+]. (5) Given the product [C:22]([C:24]1[CH:30]=[C:29]([NH:2][C:1]2[C:3]3[C:11]4[CH2:10][CH2:9][N:8]([C:12]([O:14][CH2:15][CH3:16])=[O:13])[CH2:7][C:6]=4[O:5][C:4]=3[N:17]=[CH:18][N:19]=2)[CH:28]=[CH:26][CH:25]=1)#[CH:23], predict the reactants needed to synthesize it. The reactants are: [C:1]([C:3]1[C:11]2[CH2:10][CH2:9][N:8]([C:12]([O:14][CH2:15][CH3:16])=[O:13])[CH2:7][C:6]=2[O:5][C:4]=1/[N:17]=[CH:18]/[N:19](C)C)#[N:2].[C:22]([C:24]1[CH:25]=[C:26]([CH:28]=[CH:29][CH:30]=1)N)#[CH:23]. (6) Given the product [NH2:1][C@H:2]1[CH2:7][CH2:6][CH2:5][CH2:4][C@@H:3]1[N:8]1[C:20]2[C:19](=[CH:24][C:23]([I:25])=[CH:22][CH:21]=2)[C:18](=[O:27])[C:12]([C:13]([O:15][CH2:16][CH3:17])=[O:14])=[CH:11]1, predict the reactants needed to synthesize it. The reactants are: [NH2:1][C@H:2]1[CH2:7][CH2:6][CH2:5][CH2:4][C@@H:3]1[NH2:8].CN(C)/[CH:11]=[C:12](/[C:18](=[O:27])[C:19]1[CH:24]=[C:23]([I:25])[CH:22]=[CH:21][C:20]=1F)\[C:13]([O:15][CH2:16][CH3:17])=[O:14].C(=O)([O-])[O-].[K+].[K+].